This data is from Experimentally validated miRNA-target interactions with 360,000+ pairs, plus equal number of negative samples. The task is: Binary Classification. Given a miRNA mature sequence and a target amino acid sequence, predict their likelihood of interaction. The miRNA is hsa-miR-5010-3p with sequence UUUUGUGUCUCCCAUUCCCCAG. The protein sequence of the target gene is MRSPRTRGRSGRPLSLLLALLCALRAKVCGASGQFELEILSMQNVNGELQNGNCCGGARNPGDRKCTRDECDTYFKVCLKEYQSRVTAGGPCSFGSGSTPVIGGNTFNLKASRGNDRNRIVLPFSFAWPRSYTLLVEAWDSSNDTVQPDSIIEKASHSGMINPSRQWQTLKQNTGVAHFEYQIRVTCDDYYYGFGCNKFCRPRDDFFGHYACDQNGNKTCMEGWMGPECNRAICRQGCSPKHGSCKLPGDCRCQYGWQGLYCDKCIPHPGCVHGICNEPWQCLCETNWGGQLCDKDLNYC.... Result: 0 (no interaction).